This data is from Reaction yield outcomes from USPTO patents with 853,638 reactions. The task is: Predict the reaction yield, written as a fraction of the theoretical maximum amount of product (1.0 means a 100% yield; for example, 0.34 means a 34% yield). (1) The reactants are [NH2:1][C:2]1[N:7]=[CH:6][C:5]([N:8]2[CH2:13][CH2:12][N:11]([C:14]([O:16][C:17]([CH3:20])([CH3:19])[CH3:18])=[O:15])[C@H:10]([CH3:21])[CH2:9]2)=[CH:4][CH:3]=1.Br[C:23]1[C:24](=[O:31])[N:25]([CH3:30])[CH:26]=[C:27]([Br:29])[CH:28]=1.C(=O)([O-])[O-].[Cs+].[Cs+].CC1(C)C2C(=C(P(C3C=CC=CC=3)C3C=CC=CC=3)C=CC=2)OC2C(P(C3C=CC=CC=3)C3C=CC=CC=3)=CC=CC1=2. The catalyst is C1C=CC(/C=C/C(/C=C/C2C=CC=CC=2)=O)=CC=1.C1C=CC(/C=C/C(/C=C/C2C=CC=CC=2)=O)=CC=1.C1C=CC(/C=C/C(/C=C/C2C=CC=CC=2)=O)=CC=1.[Pd].[Pd].O1CCOCC1. The product is [Br:29][C:27]1[CH:28]=[C:23]([NH:1][C:2]2[N:7]=[CH:6][C:5]([N:8]3[CH2:13][CH2:12][N:11]([C:14]([O:16][C:17]([CH3:20])([CH3:19])[CH3:18])=[O:15])[C@H:10]([CH3:21])[CH2:9]3)=[CH:4][CH:3]=2)[C:24](=[O:31])[N:25]([CH3:30])[CH:26]=1. The yield is 0.470. (2) The reactants are Br[C:2]1[CH:3]=[C:4]([C:8]2[N:17]=[C:16]([C:18]([O:20][CH2:21][CH3:22])=[O:19])[C:15]3[C:10](=[CH:11][CH:12]=[C:13]([O:23][CH3:24])[CH:14]=3)[N:9]=2)[CH:5]=[CH:6][CH:7]=1.[C:25]([C@:27]1([OH:34])[CH2:31][CH2:30][N:29]([CH3:32])[C:28]1=[O:33])#[CH:26]. No catalyst specified. The product is [OH:34][C@@:27]1([C:25]#[C:26][C:2]2[CH:3]=[C:4]([C:8]3[N:17]=[C:16]([C:18]([O:20][CH2:21][CH3:22])=[O:19])[C:15]4[C:10](=[CH:11][CH:12]=[C:13]([O:23][CH3:24])[CH:14]=4)[N:9]=3)[CH:5]=[CH:6][CH:7]=2)[CH2:31][CH2:30][N:29]([CH3:32])[C:28]1=[O:33]. The yield is 0.710.